This data is from Catalyst prediction with 721,799 reactions and 888 catalyst types from USPTO. The task is: Predict which catalyst facilitates the given reaction. (1) Reactant: [Cl:1][C:2]1[CH:29]=[CH:28][C:5]([CH2:6][NH:7][C:8]([C:10]2[C:11](=[S:27])[C:12]3[CH:19]=[C:18]([CH2:20][N:21]4[CH2:26][CH2:25][O:24][CH2:23][CH2:22]4)[S:17][C:13]=3[N:14]([CH3:16])[CH:15]=2)=[S:9])=[CH:4][CH:3]=1.C[Si]([N-][Si](C)(C)C)(C)C.[K+].C[O:41]C1C=CC(P2(SP(C3C=CC(OC)=CC=3)(=S)S2)=S)=CC=1.C1(C)C=CC=CC=1. Product: [Cl:1][C:2]1[CH:29]=[CH:28][C:5]([CH2:6][NH:7][C:8]([C:10]2[C:11](=[S:27])[C:12]3[CH:19]=[C:18]([CH2:20][N:21]4[CH2:26][CH2:25][O:24][CH2:23][CH2:22]4)[S:17][C:13]=3[N:14]([CH3:16])[CH:15]=2)=[O:41])=[CH:4][CH:3]=1.[Cl:1][C:2]1[CH:3]=[CH:4][C:5]([CH2:6][NH:7][C:8]([C:10]2[C:11](=[S:27])[C:12]3[CH:19]=[C:18]([CH2:20][N:21]4[CH2:22][CH2:23][O:24][CH2:25][CH2:26]4)[S:17][C:13]=3[N:14]([CH3:16])[CH:15]=2)=[S:9])=[CH:28][CH:29]=1. The catalyst class is: 576. (2) Reactant: [NH2:1][C:2]1[N:3]=[C:4]([Cl:19])[C:5]2[CH2:10][C:9](=[O:11])[N:8]([CH2:12][C:13]3[CH:18]=[CH:17][N:16]=[CH:15][CH:14]=3)[C:6]=2[N:7]=1.[CH:20]([C:22]1[NH:26][CH:25]=[C:24]([C:27]([OH:29])=[O:28])[CH:23]=1)=O.N1CCCCC1. Product: [NH2:1][C:2]1[N:3]=[C:4]([Cl:19])[C:5]2=[C:6]([N:8]([CH2:12][C:13]3[CH:18]=[CH:17][N:16]=[CH:15][CH:14]=3)[C:9](=[O:11])/[C:10]/2=[CH:20]\[C:22]2[NH:26][CH:25]=[C:24]([C:27]([OH:29])=[O:28])[CH:23]=2)[N:7]=1. The catalyst class is: 14. (3) Reactant: C([C:3]1[NH:4][C:5]2[C:10]([CH:11]=1)=[C:9](OC)[CH:8]=[CH:7][CH:6]=2)C.[CH2:14](Br)[C:15]1[CH:20]=[CH:19][CH:18]=[CH:17][CH:16]=1. Product: [C:15]1([CH2:14][N:4]2[C:5]3[C:10](=[CH:9][CH:8]=[CH:7][CH:6]=3)[CH:11]=[CH:3]2)[CH:20]=[CH:19][CH:18]=[CH:17][CH:16]=1. The catalyst class is: 384. (4) Reactant: [C:1]([O:5][C:6]([C@H:8]([CH2:18][CH2:19][O:20][CH3:21])[CH2:9][C:10]1([C:15]([OH:17])=O)[CH2:14][CH2:13][CH2:12][CH2:11]1)=[O:7])([CH3:4])([CH3:3])[CH3:2].Cl.CN(C)CCCN=C=[N:30][CH2:31][CH3:32].[OH2:34].ON1[C:40]2[CH:41]=C[CH:43]=[CH:44][C:39]=2N=N1.C[N:46]1[CH2:51][CH2:50][O:49][CH2:48][CH2:47]1.[C:52]([O:55][CH2:56][CH3:57])(=O)[CH3:53]. Product: [C:1]([O:5][C:6](=[O:7])[C@@H:8]([CH2:9][C:10]1([C:15](=[O:17])[NH:46][C@H:51]([C:50]([O:49][CH2:48][CH3:47])=[O:34])[CH2:53][C:52]2[O:55][C:56]([C:57]3[CH:43]=[CH:44][CH:39]=[CH:40][CH:41]=3)=[C:31]([CH3:32])[N:30]=2)[CH2:11][CH2:12][CH2:13][CH2:14]1)[CH2:18][CH2:19][O:20][CH3:21])([CH3:2])([CH3:3])[CH3:4]. The catalyst class is: 4.